From a dataset of Reaction yield outcomes from USPTO patents with 853,638 reactions. Predict the reaction yield, written as a fraction of the theoretical maximum amount of product (1.0 means a 100% yield; for example, 0.34 means a 34% yield). (1) The reactants are C(NC(C)C)(C)C.C([Li])CCC.[Cl:13][C:14]1[CH:19]=[C:18]([Cl:20])[CH:17]=[CH:16][N:15]=1.[CH:21](OC)=[O:22]. The product is [Cl:13][C:14]1[C:19]([CH:21]=[O:22])=[C:18]([Cl:20])[CH:17]=[CH:16][N:15]=1. The yield is 0.670. The catalyst is C1COCC1. (2) The reactants are C([O:3][C:4](=[O:19])[CH:5]=[C:6]1[C:18]2[CH:17]=[CH:16][CH:15]=[CH:14][C:13]=2[C:12]2[C:7]1=[CH:8][CH:9]=[CH:10][CH:11]=2)C.[OH-].[Na+]. The catalyst is CCO. The product is [CH:17]1[C:18]2[C:6](=[CH:5][C:4]([OH:19])=[O:3])[C:7]3[C:12](=[CH:11][CH:10]=[CH:9][CH:8]=3)[C:13]=2[CH:14]=[CH:15][CH:16]=1. The yield is 0.990. (3) The reactants are O[C@@H:2]([CH3:18])[C@@H:3]([NH:7][C:8]([O:10][C:11]1([CH3:17])[CH2:16][CH2:15][O:14][CH2:13][CH2:12]1)=[O:9])[C:4]([OH:6])=[O:5].C1CN([P+](ON2N=NC3C=CC=CC2=3)(N2CCCC2)N2CCCC2)CC1.F[P-](F)(F)(F)(F)F.CCN(CC)CC. The catalyst is C(Cl)Cl. The product is [CH3:17][C:11]1([O:10][C:8](=[O:9])[NH:7][C@H:3]2[C:4](=[O:6])[O:5][C@H:2]2[CH3:18])[CH2:16][CH2:15][O:14][CH2:13][CH2:12]1. The yield is 0.190. (4) The reactants are [C:1](=[NH:20])([O:3][CH2:4][CH2:5][C:6]1[CH:11]=[CH:10][C:9]([O:12][C:13]2[CH:18]=[CH:17][CH:16]=[C:15]([CH3:19])[N:14]=2)=[CH:8][CH:7]=1)[NH2:2].[CH:21]([CH:23]([CH2:28][C:29]1[CH:30]=[N:31][C:32]([O:35][CH3:36])=[N:33][CH:34]=1)[C:24](OC)=O)=[O:22].C([O-])([O-])=O.[K+].[K+]. The yield is 0.0457. The product is [CH3:36][O:35][C:32]1[N:31]=[CH:30][C:29]([CH2:28][C:23]2[C:21](=[O:22])[N:20]=[C:1]([O:3][CH2:4][CH2:5][C:6]3[CH:7]=[CH:8][C:9]([O:12][C:13]4[CH:18]=[CH:17][CH:16]=[C:15]([CH3:19])[N:14]=4)=[CH:10][CH:11]=3)[NH:2][CH:24]=2)=[CH:34][N:33]=1. The catalyst is CN1C(=O)CCC1. (5) The reactants are C([O:4][CH2:5][CH2:6][NH:7][C:8](=[O:42])[C@@H:9]1[CH2:13][CH2:12][CH2:11][N:10]1[C:14]([C:16]1[S:20][C:19]2=[N:21][C@:22]([C:32]3[CH:37]=[CH:36][C:35]([Cl:38])=[CH:34][CH:33]=3)([CH3:31])[C@@H:23]([C:24]3[CH:29]=[CH:28][C:27]([Cl:30])=[CH:26][CH:25]=3)[N:18]2[C:17]=1[CH:39]([CH3:41])[CH3:40])=[O:15])(=O)C.C[O-].[Na+].CO. The catalyst is CO. The product is [Cl:30][C:27]1[CH:26]=[CH:25][C:24]([C@H:23]2[N:18]3[C:19]([S:20][C:16]([C:14]([N:10]4[CH2:11][CH2:12][CH2:13][C@H:9]4[C:8]([NH:7][CH2:6][CH2:5][OH:4])=[O:42])=[O:15])=[C:17]3[CH:39]([CH3:40])[CH3:41])=[N:21][C@:22]2([C:32]2[CH:33]=[CH:34][C:35]([Cl:38])=[CH:36][CH:37]=2)[CH3:31])=[CH:29][CH:28]=1. The yield is 1.00. (6) The catalyst is C1(C)C=CC=CC=1. The product is [I:1][C:2]1[CH:7]=[CH:6][C:5]([O:8][C:22]2[CH:23]=[CH:10][CH:11]=[CH:12][C:13]=2[C:14]([C:16]2[CH:21]=[CH:20][CH:19]=[CH:18][CH:17]=2)=[O:15])=[CH:4][CH:3]=1. The yield is 0.870. The reactants are [I:1][C:2]1[CH:7]=[CH:6][C:5]([OH:8])=[CH:4][CH:3]=1.F[C:10]1[CH:23]=[CH:22][C:13]([C:14]([C:16]2[CH:21]=[CH:20][CH:19]=[CH:18][CH:17]=2)=[O:15])=[CH:12][CH:11]=1.C(=O)([O-])[O-].[K+].[K+].CN(C=O)C.